Task: Predict the product of the given reaction.. Dataset: Forward reaction prediction with 1.9M reactions from USPTO patents (1976-2016) (1) The product is: [F:21][C:2]1([F:1])[CH2:3][N:4]([C:6]2[C:7]([O:15][CH2:16][C:17]([F:18])([F:19])[F:20])=[CH:8][C:9]([C:12]([NH:22][C:23]3([CH2:27][C:28]([NH:30][CH3:31])=[O:29])[CH2:26][O:25][CH2:24]3)=[O:13])=[N:10][CH:11]=2)[CH2:5]1. Given the reactants [F:1][C:2]1([F:21])[CH2:5][N:4]([C:6]2[C:7]([O:15][CH2:16][C:17]([F:20])([F:19])[F:18])=[CH:8][C:9]([C:12](O)=[O:13])=[N:10][CH:11]=2)[CH2:3]1.[NH2:22][C:23]1([CH2:27][C:28]([NH:30][CH3:31])=[O:29])[CH2:26][O:25][CH2:24]1, predict the reaction product. (2) The product is: [Na:1].[CH:11]([CH2:4][C:3](=[CH2:5])[C:2]([OH:7])=[O:6])=[CH:12][C:13]1[CH:18]=[CH:17][CH:16]=[CH:15][CH:14]=1.[C:19]([OH:24])(=[O:23])[C:20]([CH3:22])=[CH2:21].[CH2:9]1[O:10][CH2:8]1. Given the reactants [Na:1].[C:2]([OH:7])(=[O:6])[C:3]([CH3:5])=[CH2:4].[CH2:8]1[O:10][CH2:9]1.[CH2:11]=[CH:12][C:13]1[CH:18]=[CH:17][CH:16]=[CH:15][CH:14]=1.[C:19]([OH:24])(=[O:23])[C:20]([CH3:22])=[CH2:21].S(OOS([O-])(=O)=O)([O-])(=O)=O.[NH4+].[NH4+], predict the reaction product. (3) The product is: [Cl:1][C:2]1[CH:3]=[C:4]2[C:8](=[CH:9][CH:10]=1)[N:7]([CH2:20][C:21]1[N:26]=[C:25]([C:27]([O:29][CH3:30])=[O:28])[CH:24]=[CH:23][CH:22]=1)[C:6]([C:11]1[CH:16]=[CH:15][CH:14]=[CH:13][CH:12]=1)=[CH:5]2. Given the reactants [Cl:1][C:2]1[CH:3]=[C:4]2[C:8](=[CH:9][CH:10]=1)[NH:7][C:6]([C:11]1[CH:16]=[CH:15][CH:14]=[CH:13][CH:12]=1)=[CH:5]2.[H-].[Na+].Cl[CH2:20][C:21]1[N:26]=[C:25]([C:27]([O:29][CH3:30])=[O:28])[CH:24]=[CH:23][CH:22]=1.[Cl-].[NH4+], predict the reaction product. (4) Given the reactants [OH:1][CH:2]([C:10]1[CH:15]=[CH:14][C:13]([C:16]2[CH:21]=[CH:20][C:19]([Cl:22])=[CH:18][CH:17]=2)=[CH:12][CH:11]=1)[CH2:3][CH2:4][CH2:5][CH2:6][C:7](O)=[O:8].[NH3:23], predict the reaction product. The product is: [Cl:22][C:19]1[CH:20]=[CH:21][C:16]([C:13]2[CH:14]=[CH:15][C:10]([CH:2]([OH:1])[CH2:3][CH2:4][CH2:5][CH2:6][C:7]([NH2:23])=[O:8])=[CH:11][CH:12]=2)=[CH:17][CH:18]=1. (5) Given the reactants [CH3:1][C:2]1[CH:3]=[C:4]([CH:7]=O)[NH:5][N:6]=1.[CH3:9][C:10]1[CH:11]=[C:12]([C:15](OCC)=O)[NH:13]N=1.N1C2[C:23](=CC=CC=2)[C:22]([CH:29]=O)=N1.[NH:31]1C2C(=CC=CC=2)C(C(OC)=O)=N1, predict the reaction product. The product is: [CH3:29][C:22]1[C:10]([CH3:9])=[CH:11][C:12]2[NH:13][C:7]([C:4]3[NH:5][N:6]=[C:2]([CH3:1])[CH:3]=3)=[N:31][C:15]=2[CH:23]=1. (6) Given the reactants Br[C:2]1[CH:11]=[CH:10][CH:9]=[C:8]2[C:3]=1[CH2:4][CH2:5][O:6][CH:7]2[C:12]1[NH:13][CH2:14][CH2:15][N:16]=1.C([Sn]([CH2:30][OH:31])(CCCC)CCCC)CCC, predict the reaction product. The product is: [NH:13]1[CH2:14][CH2:15][N:16]=[C:12]1[CH:7]1[C:8]2[C:3](=[C:2]([CH2:30][OH:31])[CH:11]=[CH:10][CH:9]=2)[CH2:4][CH2:5][O:6]1.